Dataset: Forward reaction prediction with 1.9M reactions from USPTO patents (1976-2016). Task: Predict the product of the given reaction. (1) The product is: [F:1][C:2]([F:6])([CH3:5])[CH2:3][O:4][S:16]([C:15]([F:28])([F:27])[F:14])(=[O:18])=[O:17]. Given the reactants [F:1][C:2]([F:6])([CH3:5])[CH2:3][OH:4].CCN(CC)CC.[F:14][C:15]([F:28])([F:27])[S:16](O[S:16]([C:15]([F:28])([F:27])[F:14])(=[O:18])=[O:17])(=[O:18])=[O:17], predict the reaction product. (2) Given the reactants [CH:1]([C:4]1[N:8]=[C:7]([N:9]2[CH2:14][CH2:13][CH:12]([C@H:15]([CH3:19])[CH2:16][CH2:17][OH:18])[CH2:11][CH2:10]2)[O:6][N:5]=1)([CH3:3])[CH3:2].[CH3:20][O:21][C:22](=[O:41])[C@@H:23]([NH:33][C:34]([O:36][C:37]([CH3:40])([CH3:39])[CH3:38])=[O:35])[CH2:24][C:25]1[CH:30]=[CH:29][C:28](O)=[CH:27][C:26]=1[F:32], predict the reaction product. The product is: [CH3:20][O:21][C:22](=[O:41])[C@@H:23]([NH:33][C:34]([O:36][C:37]([CH3:39])([CH3:38])[CH3:40])=[O:35])[CH2:24][C:25]1[CH:30]=[CH:29][C:28]([O:18][CH2:17][CH2:16][C@H:15]([CH:12]2[CH2:13][CH2:14][N:9]([C:7]3[O:6][N:5]=[C:4]([CH:1]([CH3:3])[CH3:2])[N:8]=3)[CH2:10][CH2:11]2)[CH3:19])=[CH:27][C:26]=1[F:32]. (3) Given the reactants [C:1]([O:4][CH:5]1[CH2:18][CH2:17][CH:16]2[CH:7]([C:8]3[C:13]([C:14]([C:19]4[CH:27]=[CH:26][C:22]([C:23]([OH:25])=O)=[CH:21][CH:20]=4)=[N:15]2)=[CH:12][C:11]([O:28][CH3:29])=[C:10]([O:30][CH3:31])[CH:9]=3)[CH2:6]1)(=[O:3])[CH3:2].[CH3:32][S:33][C:34]([NH2:36])=[NH:35].OS(O)(=O)=O.Cl.C(N=C=NCCCN(C)C)C.C(N(C(C)C)C(C)C)C, predict the reaction product. The product is: [CH3:29][O:28][C:11]1[CH:12]=[C:13]2[C:8](=[CH:9][C:10]=1[O:30][CH3:31])[CH:7]1[CH:16]([CH2:17][CH2:18][CH:5]([O:4][C:1](=[O:3])[CH3:2])[CH2:6]1)[N:15]=[C:14]2[C:19]1[CH:27]=[CH:26][C:22]([C:23]([NH:36][C:34](=[NH:35])[S:33][CH3:32])=[O:25])=[CH:21][CH:20]=1.